Task: Predict the product of the given reaction.. Dataset: Forward reaction prediction with 1.9M reactions from USPTO patents (1976-2016) (1) Given the reactants [CH3:1][NH:2][CH2:3][C:4]1[CH:5]=[C:6]([C:10]2[O:11][C:12]3[C:18]([C:19]([O:21]C)=O)=[CH:17][CH:16]=[CH:15][C:13]=3[N:14]=2)[CH:7]=[CH:8][CH:9]=1.O.[NH4+:24], predict the reaction product. The product is: [CH3:1][NH:2][CH2:3][C:4]1[CH:5]=[C:6]([C:10]2[O:11][C:12]3[C:18]([C:19]([NH2:24])=[O:21])=[CH:17][CH:16]=[CH:15][C:13]=3[N:14]=2)[CH:7]=[CH:8][CH:9]=1. (2) Given the reactants [Br:1][C:2]1[CH:3]=[C:4]2[C:7](=[CH:8][CH:9]=1)[C:6](=[O:10])[CH2:5]2.[F:11][C:12]([F:26])([F:25])[C:13]1[CH:14]=[C:15]([Mg]Br)[CH:16]=[C:17]([C:19]([F:22])([F:21])[F:20])[CH:18]=1.[CH2:27](OCC)C, predict the reaction product. The product is: [Br:1][C:2]1[CH:3]=[C:4]2[C:7](=[CH:8][CH:9]=1)[C:6]([CH2:27][C:15]1[CH:14]=[C:13]([C:12]([F:26])([F:25])[F:11])[CH:18]=[C:17]([C:19]([F:22])([F:21])[F:20])[CH:16]=1)([OH:10])[CH2:5]2. (3) Given the reactants N1C=CN=C1.[Br:6][C:7]1[CH:8]=[N:9][CH:10]=[CH:11][C:12]=1[CH2:13][CH2:14][CH2:15][OH:16].[Si:17](Cl)([C:20]([CH3:23])([CH3:22])[CH3:21])([CH3:19])[CH3:18], predict the reaction product. The product is: [Br:6][C:7]1[CH:8]=[N:9][CH:10]=[CH:11][C:12]=1[CH2:13][CH2:14][CH2:15][O:16][Si:17]([C:20]([CH3:23])([CH3:22])[CH3:21])([CH3:19])[CH3:18]. (4) Given the reactants [Cl:1][C:2]1[CH:7]=[CH:6][C:5]([CH2:8]Cl)=[CH:4][N:3]=1.[S:10]1[CH2:14][CH2:13][NH:12][CH2:11]1.C(=O)([O-])[O-].[K+].[K+], predict the reaction product. The product is: [Cl:1][C:2]1[CH:7]=[CH:6][C:5]([CH2:8][N:12]2[CH2:13][CH2:14][S:10][CH2:11]2)=[CH:4][N:3]=1. (5) Given the reactants [CH2:1]([C:3]1[CH:12]=[CH:11][C:10]2[C:5](=[CH:6][CH:7]=[C:8]3[O:16][CH2:15][C@H:14]([CH2:17][N:18]4[CH2:23][CH:22]=[C:21]([C:24]5[C:32]6[C:27](=[CH:28][CH:29]=[CH:30][CH:31]=6)[NH:26][CH:25]=5)[CH2:20][CH2:19]4)[O:13][C:9]3=2)[N:4]=1)[CH3:2].Cl.[H][H], predict the reaction product. The product is: [CH2:1]([C:3]1[CH:12]=[CH:11][C:10]2[C:5](=[CH:6][CH:7]=[C:8]3[O:16][CH2:15][CH:14]([CH2:17][N:18]4[CH2:19][CH2:20][CH:21]([C:24]5[C:32]6[C:27](=[CH:28][CH:29]=[CH:30][CH:31]=6)[NH:26][CH:25]=5)[CH2:22][CH2:23]4)[O:13][C:9]3=2)[N:4]=1)[CH3:2].